From a dataset of Forward reaction prediction with 1.9M reactions from USPTO patents (1976-2016). Predict the product of the given reaction. (1) Given the reactants [OH:1][CH2:2][C@H:3]([N:5]1[C:13](=[O:14])[C:12]2[C:7](=[CH:8][CH:9]=[CH:10][CH:11]=2)[C:6]1=[O:15])[CH3:4].C1(P(C2C=CC=CC=2)C2C=CC=CC=2)C=CC=CC=1.[F:35][C:36]1[CH:41]=[CH:40][C:39]([F:42])=[CH:38][C:37]=1O.C(OC(N=NC(OCC)=O)=O)C, predict the reaction product. The product is: [F:35][C:36]1[CH:41]=[CH:40][C:39]([F:42])=[CH:38][C:37]=1[O:1][CH2:2][C@H:3]([N:5]1[C:13](=[O:14])[C:12]2[C:7](=[CH:8][CH:9]=[CH:10][CH:11]=2)[C:6]1=[O:15])[CH3:4]. (2) Given the reactants C(O[C:6](=[O:27])[C@H:7]([NH:13][S:14]([CH2:17][C:18]1[CH:26]=[CH:25][C:21]2[S:22][CH:23]=[CH:24][C:20]=2[CH:19]=1)(=[O:16])=[O:15])[CH2:8][CH2:9][C:10]([OH:12])=O)(C)(C)C.C1C=NC2[N:34]([OH:37])N=NC=2C=1.C(Cl)CCl.[NH:42]1[CH2:47][CH2:46][O:45][CH2:44][CH2:43]1, predict the reaction product. The product is: [OH:37][NH:34][C:6](=[O:27])[C@H:7]([NH:13][S:14]([CH2:17][C:18]1[CH:26]=[CH:25][C:21]2[S:22][CH:23]=[CH:24][C:20]=2[CH:19]=1)(=[O:15])=[O:16])[CH2:8][CH2:9][C:10]([N:42]1[CH2:47][CH2:46][O:45][CH2:44][CH2:43]1)=[O:12]. (3) Given the reactants [CH3:1][O:2][C:3]1[CH:23]=[CH:22][C:6]([CH2:7][CH:8]2[C:17]3[C:12](=[CH:13][C:14]([O:20][CH3:21])=[C:15]([O:18][CH3:19])[CH:16]=3)[CH2:11][CH2:10][NH:9]2)=[CH:5][CH:4]=1.Br[CH2:25][C:26](Br)=[O:27].[NH2:29][CH:30]1[C:38]2[C:33](=[CH:34][CH:35]=[CH:36][CH:37]=2)[CH2:32][CH2:31]1, predict the reaction product. The product is: [CH3:1][O:2][C:3]1[CH:4]=[CH:5][C:6]([CH2:7][CH:8]2[C:17]3[C:12](=[CH:13][C:14]([O:20][CH3:21])=[C:15]([O:18][CH3:19])[CH:16]=3)[CH2:11][CH2:10][N:9]2[CH2:25][C:26]([NH:29][CH:30]2[C:38]3[C:33](=[CH:34][CH:35]=[CH:36][CH:37]=3)[CH2:32][CH2:31]2)=[O:27])=[CH:22][CH:23]=1. (4) The product is: [F:22][CH:2]([F:1])[C:3]1[CH:8]=[CH:7][CH:6]=[CH:5][C:4]=1[C:9]1[NH:10][C:11]2[CH:17]=[C:16]([F:18])[CH:15]=[C:14]([C:19]([NH:34][C:33]3[CH:35]=[CH:36][CH:37]=[C:31]([O:30][CH2:29][C@H:27]4[CH2:26][O:25][C:24]([CH3:38])([CH3:23])[O:28]4)[CH:32]=3)=[O:20])[C:12]=2[N:13]=1. Given the reactants [F:1][CH:2]([F:22])[C:3]1[CH:8]=[CH:7][CH:6]=[CH:5][C:4]=1[C:9]1[NH:13][C:12]2[C:14]([C:19](O)=[O:20])=[CH:15][C:16]([F:18])=[CH:17][C:11]=2[N:10]=1.[CH3:23][C:24]1([CH3:38])[O:28][C@@H:27]([CH2:29][O:30][C:31]2[CH:32]=[C:33]([CH:35]=[CH:36][CH:37]=2)[NH2:34])[CH2:26][O:25]1, predict the reaction product. (5) The product is: [CH3:1][N:2]([C@@H:10]1[CH2:15][C@@H:14]([CH3:16])[CH2:13][NH:12][CH2:11]1)[C:3](=[O:9])[O:4][C:5]([CH3:8])([CH3:6])[CH3:7]. Given the reactants [CH3:1][N:2]([C@@H:10]1[CH2:15][C@@H:14]([CH3:16])[CH2:13][N:12](CC2C=CC=CC=2)[CH2:11]1)[C:3](=[O:9])[O:4][C:5]([CH3:8])([CH3:7])[CH3:6], predict the reaction product.